From a dataset of Full USPTO retrosynthesis dataset with 1.9M reactions from patents (1976-2016). Predict the reactants needed to synthesize the given product. (1) The reactants are: [Br:1][C:2]1[CH:7]=[CH:6][C:5]([C:8]([CH3:13])([CH3:12])C(N)=O)=[CH:4][CH:3]=1.FC(F)(F)C(OI(C1C=CC=CC=1)O[C:21](=[O:26])C(F)(F)F)=O.[N:35]1C=CC=CC=1.[C:41]([OH:45])([CH3:44])([CH3:43])[CH3:42]. Given the product [C:41]([O:45][C:21](=[O:26])[NH:35][C:8]([C:5]1[CH:4]=[CH:3][C:2]([Br:1])=[CH:7][CH:6]=1)([CH3:12])[CH3:13])([CH3:44])([CH3:43])[CH3:42], predict the reactants needed to synthesize it. (2) Given the product [Cl:38][C:35]1[CH:36]=[CH:37][C:32]([NH:2][C@H:3]2[C:12]3[C:7](=[CH:8][CH:9]=[C:10]([C:13]4[CH:18]=[CH:17][C:16]([C:19]([N:21]5[CH2:26][CH2:25][O:24][CH2:23][CH2:22]5)=[O:20])=[CH:15][N:14]=4)[CH:11]=3)[N:6]([C:27](=[O:29])[CH3:28])[C@@H:5]([CH3:30])[CH2:4]2)=[CH:33][CH:34]=1, predict the reactants needed to synthesize it. The reactants are: Cl.[NH2:2][C@H:3]1[C:12]2[C:7](=[CH:8][CH:9]=[C:10]([C:13]3[CH:18]=[CH:17][C:16]([C:19]([N:21]4[CH2:26][CH2:25][O:24][CH2:23][CH2:22]4)=[O:20])=[CH:15][N:14]=3)[CH:11]=2)[N:6]([C:27](=[O:29])[CH3:28])[C@@H:5]([CH3:30])[CH2:4]1.Br[C:32]1[CH:37]=[CH:36][C:35]([Cl:38])=[CH:34][CH:33]=1.C1(P(C2CCCCC2)C2C=CC=CC=2C2C(N(C)C)=CC=CC=2)CCCCC1.CC(C)([O-])C.[Na+]. (3) Given the product [C:1]([O:5][C:6]([N:8]1[CH2:13][C@H:12]2[C@H:10]([C:11]2([CH3:15])[CH3:14])[CH:9]1[OH:22])=[O:7])([CH3:4])([CH3:3])[CH3:2], predict the reactants needed to synthesize it. The reactants are: [C:1]([O:5][C:6]([N:8]1[CH2:13][C@H:12]2[C@H:10]([C:11]2([CH3:15])[CH3:14])[C@H:9]1C#N)=[O:7])([CH3:4])([CH3:3])[CH3:2].C([O:22]C)(C)(C)C. (4) Given the product [Cl:1][C:2]1[CH:7]=[C:6]([N+:8]([O-:10])=[O:9])[C:5]([Cl:11])=[CH:4][C:3]=1[CH2:12][C:13]([O:15][CH2:17][CH3:18])=[O:14], predict the reactants needed to synthesize it. The reactants are: [Cl:1][C:2]1[CH:7]=[C:6]([N+:8]([O-:10])=[O:9])[C:5]([Cl:11])=[CH:4][C:3]=1[CH2:12][C:13]([OH:15])=[O:14].O.[C:17]1(C)C=CC(S(O)(=O)=O)=C[CH:18]=1. (5) Given the product [CH3:1][N:2]1[C:7]([C:32]2[CH:33]=[CH:34][N:29]=[CH:30][CH:31]=2)=[C:6]([C:9]2[CH:14]=[CH:13][CH:12]=[CH:11][CH:10]=2)[N:5]=[C:4]([C:15]2[CH:20]=[CH:19][CH:18]=[CH:17][CH:16]=2)[C:3]1=[O:21], predict the reactants needed to synthesize it. The reactants are: [CH3:1][N:2]1[C:7](Cl)=[C:6]([C:9]2[CH:14]=[CH:13][CH:12]=[CH:11][CH:10]=2)[N:5]=[C:4]([C:15]2[CH:20]=[CH:19][CH:18]=[CH:17][CH:16]=2)[C:3]1=[O:21].COCCOC.[Li+].[N:29]1[CH:34]=[CH:33][C:32](B([O-])[O-])=[CH:31][CH:30]=1.[Li+].C(=O)([O-])[O-].[Na+].[Na+]. (6) Given the product [O:7]1[CH:8]2[O:9][CH2:10][CH2:11][CH:12]2[CH:5]([OH:4])[CH2:6]1, predict the reactants needed to synthesize it. The reactants are: C([O:4][C@@H:5]1[C@H:12]2[C@H:8]([O:9][CH2:10][CH2:11]2)[O:7][CH2:6]1)(=O)C.[OH-].[Na+].O1[C@@H]2OCC[C@@H]2[C@H](CC(O)=O)C1.C(O)(=O)C.C(=O)([O-])[O-].[K+].[K+].O1[C@H]2OCC[C@H]2[C@@H](O)C1.C(O)(=O)C. (7) Given the product [CH2:1]([C:5]1([CH2:22][CH2:23][CH2:24][CH3:25])[C:14]2[C:9](=[CH:10][CH:11]=[CH:12][CH:13]=2)[C:8]([OH:15])=[CH:7][C:6]1=[O:21])[CH2:2][CH2:3][CH3:4], predict the reactants needed to synthesize it. The reactants are: [CH2:1]([C:5]1([CH2:22][CH2:23][CH2:24][CH3:25])[C:14]2[C:9](=[CH:10][CH:11]=[CH:12][CH:13]=2)[C:8]([OH:15])=[C:7](C(OCC)=O)[C:6]1=[O:21])[CH2:2][CH2:3][CH3:4]. (8) Given the product [C:14]([O:13][C:11]([N:5]1[CH2:6][CH2:7][CH2:8][C@@H:3]([OH:2])[CH2:4]1)=[O:12])([CH3:17])([CH3:16])[CH3:15], predict the reactants needed to synthesize it. The reactants are: Cl.[OH:2][C@@H:3]1[CH2:8][CH2:7][CH2:6][NH:5][CH2:4]1.[OH-].[Na+].[C:11](O[C:11]([O:13][C:14]([CH3:17])([CH3:16])[CH3:15])=[O:12])([O:13][C:14]([CH3:17])([CH3:16])[CH3:15])=[O:12]. (9) Given the product [CH2:1]([O:3][C:4](=[O:28])[C:5]1[CH:10]=[CH:9][C:8]([O:11][CH2:12][CH2:13][CH2:14][NH:15][C:16](=[O:24])[C:17]2[CH:18]=[CH:19][C:20]([Cl:23])=[CH:21][CH:22]=2)=[C:7]([NH2:25])[CH:6]=1)[CH3:2], predict the reactants needed to synthesize it. The reactants are: [CH2:1]([O:3][C:4](=[O:28])[C:5]1[CH:10]=[CH:9][C:8]([O:11][CH2:12][CH2:13][CH2:14][NH:15][C:16](=[O:24])[C:17]2[CH:22]=[CH:21][C:20]([Cl:23])=[CH:19][CH:18]=2)=[C:7]([N+:25]([O-])=O)[CH:6]=1)[CH3:2].C(OCC)(=O)C. (10) Given the product [CH3:1][N:2]([CH3:32])[C:3]([C:5]1[CH:6]=[C:7]2[CH:25]=[C:23]([CH:24]=1)[C:22](=[O:26])[NH:21][C@H:20]([C@H:27]1[CH2:28][O:30]1)[CH2:19][C:18]1[CH:31]=[C:14]([CH:15]=[CH:16][CH:17]=1)[O:13][CH2:12][CH2:11][CH2:10][CH2:9][O:8]2)=[O:4], predict the reactants needed to synthesize it. The reactants are: [CH3:1][N:2]([CH3:32])[C:3]([C:5]1[CH:6]=[C:7]2[CH:25]=[C:23]([CH:24]=1)[C:22](=[O:26])[NH:21][C@H:20]([C@H:27]([OH:30])[CH2:28]Cl)[CH2:19][C:18]1[CH:31]=[C:14]([CH:15]=[CH:16][CH:17]=1)[O:13][CH2:12][CH2:11][CH2:10][CH2:9][O:8]2)=[O:4].[OH-].[Na+].[Cl-].[NH4+].